This data is from Full USPTO retrosynthesis dataset with 1.9M reactions from patents (1976-2016). The task is: Predict the reactants needed to synthesize the given product. (1) Given the product [CH3:9][O:8][C:6](=[O:7])[CH2:5][NH:4][CH2:3][CH2:2][NH:1][C:11]([C@:13]12[CH2:48][CH2:47][C@@H:46]([C:49]([CH3:51])=[CH2:50])[C@@H:14]1[C@@H:15]1[C@@:28]([CH3:31])([CH2:29][CH2:30]2)[C@@:27]2([CH3:32])[C@@H:18]([C@:19]3([CH3:45])[C@@H:24]([CH2:25][CH2:26]2)[C:23]([CH3:34])([CH3:33])[C:22]([C:35]2[CH:36]=[CH:37][C:38]([C:39]([O:41][CH3:42])=[O:40])=[CH:43][CH:44]=2)=[CH:21][CH2:20]3)[CH2:17][CH2:16]1)=[O:12], predict the reactants needed to synthesize it. The reactants are: [NH2:1][CH2:2][CH2:3][NH:4][CH2:5][C:6]([O:8][CH3:9])=[O:7].Cl[C:11]([C@:13]12[CH2:48][CH2:47][C@@H:46]([C:49]([CH3:51])=[CH2:50])[C@@H:14]1[C@@H:15]1[C@@:28]([CH3:31])([CH2:29][CH2:30]2)[C@@:27]2([CH3:32])[C@@H:18]([C@:19]3([CH3:45])[C@@H:24]([CH2:25][CH2:26]2)[C:23]([CH3:34])([CH3:33])[C:22]([C:35]2[CH:44]=[CH:43][C:38]([C:39]([O:41][CH3:42])=[O:40])=[CH:37][CH:36]=2)=[CH:21][CH2:20]3)[CH2:17][CH2:16]1)=[O:12]. (2) Given the product [CH3:14][O:15][C:16]([C:17]1[N:22]=[C:23]([C:25]2[CH:30]=[CH:29][C:28]([O:31][CH2:32][C:33]3[CH:38]=[CH:37][CH:36]=[CH:35][CH:34]=3)=[CH:27][N:26]=2)[N:5]([C:6]2[CH:11]=[N:10][C:9]([O:12][CH3:13])=[CH:8][CH:7]=2)[N:1]=1)=[O:39], predict the reactants needed to synthesize it. The reactants are: [N:1]([O-])=O.[Na+].[NH2:5][C:6]1[CH:7]=[CH:8][C:9]([O:12][CH3:13])=[N:10][CH:11]=1.[CH3:14][O:15][C:16](=[O:39])[CH:17]([NH:22][C:23]([C:25]1[CH:30]=[CH:29][C:28]([O:31][CH2:32][C:33]2[CH:38]=[CH:37][CH:36]=[CH:35][CH:34]=2)=[CH:27][N:26]=1)=O)C(OC)=O.C(=O)([O-])[O-].[K+].[K+].C[O-].[Na+]. (3) Given the product [ClH:49].[ClH:49].[NH2:7][C@@H:8]([C:36]1[CH:37]=[CH:38][CH:39]=[CH:40][CH:41]=1)[C:9]([N:11]1[C@H:16]([C:17]([NH:18][C@H:19]2[C:28]3[C:23](=[CH:24][CH:25]=[CH:26][CH:27]=3)[O:22][CH2:21][CH2:20]2)=[O:29])[CH2:15][N:14]2[CH2:30][C@H:31]([O:33][CH2:34][CH3:35])[CH2:32][C@@H:13]2[CH2:12]1)=[O:10], predict the reactants needed to synthesize it. The reactants are: C(OC(=O)[NH:7][C@@H:8]([C:36]1[CH:41]=[CH:40][CH:39]=[CH:38][CH:37]=1)[C:9]([N:11]1[C@H:16]([C:17](=[O:29])[NH:18][C@H:19]2[C:28]3[C:23](=[CH:24][CH:25]=[CH:26][CH:27]=3)[O:22][CH2:21][CH2:20]2)[CH2:15][N:14]2[CH2:30][C@H:31]([O:33][CH2:34][CH3:35])[CH2:32][C@@H:13]2[CH2:12]1)=[O:10])(C)(C)C.C(OCC)(=O)C.[ClH:49]. (4) Given the product [Cl:25][C:26]1[C:27]([CH2:36][N:7]2[C:8]([C:10]([O:12][CH3:13])=[O:11])=[CH:9][C:5]([O:4][CH:1]([CH3:3])[CH3:2])=[N:6]2)=[N:28][CH:29]=[C:30]([C:32]([F:34])([F:33])[F:35])[CH:31]=1, predict the reactants needed to synthesize it. The reactants are: [CH:1]([O:4][C:5]1[CH:9]=[C:8]([C:10]([O:12][CH3:13])=[O:11])[NH:7][N:6]=1)([CH3:3])[CH3:2].C(=O)([O-])[O-].[K+].[K+].CN(C)C=O.[Cl:25][C:26]1[C:27]([CH2:36]Cl)=[N:28][CH:29]=[C:30]([C:32]([F:35])([F:34])[F:33])[CH:31]=1. (5) Given the product [CH2:13]([O:12][CH:11]([O:26][CH2:24][CH3:25])[C:2]1[CH:3]=[CH:4][C:5]2[C:10](=[CH:9][CH:8]=[CH:7][CH:6]=2)[N:1]=1)[CH3:14], predict the reactants needed to synthesize it. The reactants are: [N:1]1[C:10]2[C:5](=[CH:6][CH:7]=[CH:8][CH:9]=2)[CH:4]=[CH:3][C:2]=1[CH:11]=[O:12].[CH3:13][C:14]1C=CC(S(O)(=O)=O)=CC=1.[CH2:24]([OH:26])[CH3:25]. (6) Given the product [N+:18]([C:21]1[CH:22]=[CH:23][C:24]([C:25]([N:4]2[CH2:5][CH2:6][N:1]([CH2:7][C:8]3[CH:9]=[C:10]([CH:15]=[CH:16][CH:17]=3)[C:11]([O:13][CH3:14])=[O:12])[CH2:2][CH2:3]2)=[O:26])=[CH:28][CH:29]=1)([O-:20])=[O:19], predict the reactants needed to synthesize it. The reactants are: [N:1]1([CH2:7][C:8]2[CH:9]=[C:10]([CH:15]=[CH:16][CH:17]=2)[C:11]([O:13][CH3:14])=[O:12])[CH2:6][CH2:5][NH:4][CH2:3][CH2:2]1.[N+:18]([C:21]1[CH:29]=[CH:28][C:24]([C:25](O)=[O:26])=[CH:23][CH:22]=1)([O-:20])=[O:19].Cl.CN(C)CCCN=C=NCC.C(N(CC)CC)C.